From a dataset of Full USPTO retrosynthesis dataset with 1.9M reactions from patents (1976-2016). Predict the reactants needed to synthesize the given product. (1) Given the product [C:13]([C:17]1[N:22]=[CH:21][C:20]([C:23]2[N:24]([C:44]([N:10]3[CH2:9][CH2:8][CH:7]([N:2]([CH3:1])[S:3]([CH3:6])(=[O:5])=[O:4])[CH2:12][CH2:11]3)=[O:45])[C@@:25]([C:37]3[CH:38]=[CH:39][C:40]([Cl:43])=[CH:41][CH:42]=3)([CH3:36])[C@@:26]([C:29]3[CH:30]=[CH:31][C:32]([Cl:35])=[CH:33][CH:34]=3)([CH3:28])[N:27]=2)=[C:19]([O:47][CH2:48][CH3:49])[CH:18]=1)([CH3:14])([CH3:15])[CH3:16], predict the reactants needed to synthesize it. The reactants are: [CH3:1][N:2]([CH:7]1[CH2:12][CH2:11][NH:10][CH2:9][CH2:8]1)[S:3]([CH3:6])(=[O:5])=[O:4].[C:13]([C:17]1[N:22]=[CH:21][C:20]([C:23]2[N:24]([C:44](Cl)=[O:45])[C@@:25]([C:37]3[CH:42]=[CH:41][C:40]([Cl:43])=[CH:39][CH:38]=3)([CH3:36])[C@@:26]([C:29]3[CH:34]=[CH:33][C:32]([Cl:35])=[CH:31][CH:30]=3)([CH3:28])[N:27]=2)=[C:19]([O:47][CH2:48][CH3:49])[CH:18]=1)([CH3:16])([CH3:15])[CH3:14]. (2) The reactants are: [CH3:1][O:2][C:3]([C:5]1[C:6](=[O:23])[NH:7][C:8]2[C:13]([C:14]=1[C:15]1[CH:20]=[CH:19][CH:18]=[CH:17][CH:16]=1)=[CH:12][C:11](Br)=[CH:10][C:9]=2[CH3:22])=[O:4].[CH2:24](B(CC)CC)[CH3:25].C(=O)([O-])[O-].[K+].[K+].O. Given the product [CH3:1][O:2][C:3]([C:5]1[C:6](=[O:23])[NH:7][C:8]2[C:13]([C:14]=1[C:15]1[CH:20]=[CH:19][CH:18]=[CH:17][CH:16]=1)=[CH:12][C:11]([CH2:24][CH3:25])=[CH:10][C:9]=2[CH3:22])=[O:4], predict the reactants needed to synthesize it.